Predict the reaction yield, written as a fraction of the theoretical maximum amount of product (1.0 means a 100% yield; for example, 0.34 means a 34% yield). From a dataset of Reaction yield outcomes from USPTO patents with 853,638 reactions. (1) The yield is 0.960. The reactants are Cl[C:2]1[N:7]=[C:6]([NH:8][C:9]2[CH:10]=[C:11]([NH:15][C:16](=[O:22])[O:17][C:18]([CH3:21])([CH3:20])[CH3:19])[CH:12]=[CH:13][CH:14]=2)[C:5]([N+:23]([O-:25])=[O:24])=[CH:4][N:3]=1.CCN(C(C)C)C(C)C.[CH3:35][O:36][CH2:37][CH2:38][O:39][C:40]1[CH:46]=[CH:45][C:43]([NH2:44])=[CH:42][CH:41]=1. The catalyst is C1COCC1. The product is [CH3:35][O:36][CH2:37][CH2:38][O:39][C:40]1[CH:46]=[CH:45][C:43]([NH:44][C:2]2[N:7]=[C:6]([NH:8][C:9]3[CH:10]=[C:11]([NH:15][C:16](=[O:22])[O:17][C:18]([CH3:21])([CH3:20])[CH3:19])[CH:12]=[CH:13][CH:14]=3)[C:5]([N+:23]([O-:25])=[O:24])=[CH:4][N:3]=2)=[CH:42][CH:41]=1. (2) The reactants are [O:1]=[C:2]1[C:7]([CH2:8][C:9]2[CH:14]=[CH:13][C:12]([C:15]3[C:16]([C:21]#[N:22])=[CH:17][CH:18]=[CH:19][CH:20]=3)=[CH:11][CH:10]=2)=[C:6]([CH2:23][CH2:24][CH3:25])[N:5]2[N:26]=[CH:27][N:28]=[C:4]2[NH:3]1.I[CH2:30][CH2:31][CH3:32].C(=O)([O-])[O-].[K+].[K+].CN(C)C=O. The yield is 0.900. The catalyst is C(OCC)(=O)C. The product is [O:1]=[C:2]1[C:7]([CH2:8][C:9]2[CH:10]=[CH:11][C:12]([C:15]3[C:16]([C:21]#[N:22])=[CH:17][CH:18]=[CH:19][CH:20]=3)=[CH:13][CH:14]=2)=[C:6]([CH2:23][CH2:24][CH3:25])[N:5]2[N:26]=[CH:27][N:28]=[C:4]2[N:3]1[CH2:30][CH2:31][CH3:32].